Dataset: M1 muscarinic receptor antagonist screen with 61,756 compounds. Task: Binary Classification. Given a drug SMILES string, predict its activity (active/inactive) in a high-throughput screening assay against a specified biological target. The compound is O(CCN1CCCC1)c1c(C(C)(C)C)cccc1. The result is 1 (active).